From a dataset of Forward reaction prediction with 1.9M reactions from USPTO patents (1976-2016). Predict the product of the given reaction. (1) Given the reactants [F:1][C:2]1[CH:3]=[CH:4][C:5]2=[C:6]([CH:33]=1)[O:7][CH2:8][C:9]1[C:31]([F:32])=[CH:30][CH:29]=[CH:28][C:10]=1/[C:11]/2=[CH:12]\[C:13]1[CH:18]=[CH:17][C:16]([NH:19][CH:20]2[CH2:23][N:22]([CH3:24])[CH2:21]2)=[C:15]([N+:25]([O-])=O)[CH:14]=1.C(N(CC)CC)C.C1C=CC(O[C:48](OC2C=CC=CC=2)=[N:49][C:50]#[N:51])=CC=1, predict the reaction product. The product is: [F:1][C:2]1[CH:3]=[CH:4][C:5]2=[C:6]([CH:33]=1)[O:7][CH2:8][C:9]1[C:31]([F:32])=[CH:30][CH:29]=[CH:28][C:10]=1/[C:11]/2=[CH:12]\[C:13]1[CH:18]=[CH:17][C:16]2[N:19]([CH:20]3[CH2:23][N:22]([CH3:24])[CH2:21]3)/[C:48](=[N:49]/[C:50]#[N:51])/[NH:25][C:15]=2[CH:14]=1. (2) Given the reactants [CH3:1][O:2][C:3](=[O:24])[CH2:4][CH2:5][O:6][C:7]1[CH:12]=[CH:11][C:10]([NH:13][C:14]2[C:19]([N+:20]([O-])=O)=[CH:18][N:17]=[C:16]([Cl:23])[N:15]=2)=[CH:9][CH:8]=1.[Sn](Cl)Cl.C(=O)([O-])[O-].[Na+].[Na+], predict the reaction product. The product is: [CH3:1][O:2][C:3](=[O:24])[CH2:4][CH2:5][O:6][C:7]1[CH:12]=[CH:11][C:10]([NH:13][C:14]2[C:19]([NH2:20])=[CH:18][N:17]=[C:16]([Cl:23])[N:15]=2)=[CH:9][CH:8]=1. (3) Given the reactants CCCCCCCCCCCCCCCC(OC[C@@H](OC(CCCCCCCCCCCCCCC)=O)COC(CCC(O)=O)=O)=[O:17].ON1C(=O)CCC1=O.[CH2:56]1[CH2:61][CH2:60][CH:59]([N:62]=[C:63]=[N:64][CH:65]2[CH2:70][CH2:69][CH2:68][CH2:67][CH2:66]2)[CH2:58][CH2:57]1, predict the reaction product. The product is: [C:63]([NH:62][CH:59]1[CH2:58][CH2:57][CH2:56][CH2:61][CH2:60]1)([NH:64][CH:65]1[CH2:70][CH2:69][CH2:68][CH2:67][CH2:66]1)=[O:17]. (4) Given the reactants [Cl:1][C:2]1[N:7]=[C:6](Cl)[C:5]([CH:9]=O)=[C:4]([Cl:11])[N:3]=1.O.[CH3:13][NH:14][NH2:15].C(N(CC)CC)C, predict the reaction product. The product is: [Cl:11][C:4]1[N:3]=[C:2]([Cl:1])[N:7]=[C:6]2[N:14]([CH3:13])[N:15]=[CH:9][C:5]=12. (5) Given the reactants [C:1]([O:4][CH2:5][C:6](Cl)=[O:7])(=[O:3])[CH3:2].[CH3:9][O:10][C:11]1[CH:55]=[C:54]([O:56][CH3:57])[CH:53]=[C:52]([O:58][CH3:59])[C:12]=1/[CH:13]=[CH:14]/[CH:15]([S:25]([CH:28](/[CH:38]=[CH:39]/[C:40]1[C:45]([O:46][CH3:47])=[CH:44][C:43]([O:48][CH3:49])=[CH:42][C:41]=1[O:50][CH3:51])[C:29]1[CH:34]=[CH:33][C:32]([O:35][CH3:36])=[C:31]([NH2:37])[CH:30]=1)(=[O:27])=[O:26])[C:16]1[CH:21]=[CH:20][C:19]([O:22][CH3:23])=[C:18]([NH2:24])[CH:17]=1, predict the reaction product. The product is: [CH3:59][O:58][C:52]1[CH:53]=[C:54]([O:56][CH3:57])[CH:55]=[C:11]([O:10][CH3:9])[C:12]=1/[CH:13]=[CH:14]/[CH:15]([S:25]([CH:28](/[CH:38]=[CH:39]/[C:40]1[C:41]([O:50][CH3:51])=[CH:42][C:43]([O:48][CH3:49])=[CH:44][C:45]=1[O:46][CH3:47])[C:29]1[CH:34]=[CH:33][C:32]([O:35][CH3:36])=[C:31]([NH:37][C:6](=[O:7])[CH2:5][O:4][C:1](=[O:3])[CH3:2])[CH:30]=1)(=[O:27])=[O:26])[C:16]1[CH:21]=[CH:20][C:19]([O:22][CH3:23])=[C:18]([NH:24][C:6](=[O:7])[CH2:5][O:4][C:1](=[O:3])[CH3:2])[CH:17]=1. (6) Given the reactants [CH3:1][C:2]1[C:6]([CH3:7])=[C:5]([NH:8][C:9](=[O:16])OCC(Cl)(Cl)Cl)[O:4][N:3]=1.[F:17][C:18]1[CH:19]=[C:20]([C:24]2[CH:29]=[C:28]([N:30]3[CH2:35][CH2:34][NH:33][CH2:32][CH2:31]3)[N:27]=[CH:26][N:25]=2)[CH:21]=[CH:22][CH:23]=1, predict the reaction product. The product is: [F:17][C:18]1[CH:19]=[C:20]([C:24]2[N:25]=[CH:26][N:27]=[C:28]([N:30]3[CH2:31][CH2:32][N:33]([C:9]([NH:8][C:5]4[O:4][N:3]=[C:2]([CH3:1])[C:6]=4[CH3:7])=[O:16])[CH2:34][CH2:35]3)[CH:29]=2)[CH:21]=[CH:22][CH:23]=1.